From a dataset of Peptide-MHC class II binding affinity with 134,281 pairs from IEDB. Regression. Given a peptide amino acid sequence and an MHC pseudo amino acid sequence, predict their binding affinity value. This is MHC class II binding data. (1) The MHC is DRB1_1001 with pseudo-sequence DRB1_1001. The binding affinity (normalized) is 0.876. The peptide sequence is IVQTLNAMPEYQNLL. (2) The peptide sequence is AQGKAFYEAVAKAHQ. The MHC is DRB1_0404 with pseudo-sequence DRB1_0404. The binding affinity (normalized) is 0.573. (3) The peptide sequence is LTEWGSGNRTYGPVFMCL. The MHC is DRB4_0101 with pseudo-sequence DRB4_0103. The binding affinity (normalized) is 0.293. (4) The peptide sequence is HLFKTTVNSLISDQL. The MHC is DRB1_0401 with pseudo-sequence DRB1_0401. The binding affinity (normalized) is 0.811. (5) The peptide sequence is AAFHSRFVQALTTAA. The MHC is DRB1_0405 with pseudo-sequence DRB1_0405. The binding affinity (normalized) is 0.654. (6) The peptide sequence is VDKFLANVSTVLTGK. The MHC is DRB3_0202 with pseudo-sequence DRB3_0202. The binding affinity (normalized) is 0.870. (7) The peptide sequence is YDKFLANVSTVLTWK. The MHC is DRB1_1602 with pseudo-sequence DRB1_1602. The binding affinity (normalized) is 0.799.